This data is from CYP2D6 inhibition data for predicting drug metabolism from PubChem BioAssay. The task is: Regression/Classification. Given a drug SMILES string, predict its absorption, distribution, metabolism, or excretion properties. Task type varies by dataset: regression for continuous measurements (e.g., permeability, clearance, half-life) or binary classification for categorical outcomes (e.g., BBB penetration, CYP inhibition). Dataset: cyp2d6_veith. The compound is CCn1cc(C(=O)NCC(=O)OC)c2cc(OC)c(OC)cc2c1=O. The result is 0 (non-inhibitor).